From a dataset of TCR-epitope binding with 47,182 pairs between 192 epitopes and 23,139 TCRs. Binary Classification. Given a T-cell receptor sequence (or CDR3 region) and an epitope sequence, predict whether binding occurs between them. (1) The epitope is FLNGSCGSV. The TCR CDR3 sequence is CASSRLAGGDTDTQYF. Result: 1 (the TCR binds to the epitope). (2) The epitope is GTSGSPIIDK. The TCR CDR3 sequence is CASSFTRQSPYNEQFF. Result: 0 (the TCR does not bind to the epitope).